This data is from Catalyst prediction with 721,799 reactions and 888 catalyst types from USPTO. The task is: Predict which catalyst facilitates the given reaction. (1) Reactant: [CH3:1][C:2]1[CH:3]=[C:4]([C:8]([C:10]2[CH:15]=[CH:14][CH:13]=[C:12]([CH3:16])[N:11]=2)=O)[O:5][C:6]=1[CH3:7].[NH3:17]. Product: [CH3:1][C:2]1[CH:3]=[C:4]([OH:5])[C:8]([C:10]2[CH:15]=[CH:14][CH:13]=[C:12]([CH3:16])[N:11]=2)=[N:17][C:6]=1[CH3:7]. The catalyst class is: 5. (2) Reactant: CON(C)[C:4]([C:6]1[C:15](=[O:16])[C:14]2[C:9](=[CH:10][CH:11]=[CH:12][CH:13]=2)[N:8]([CH2:17][C:18]2[CH:23]=[CH:22][CH:21]=[C:20]([Br:24])[N:19]=2)[CH:7]=1)=[O:5].[Cl:26][C:27]1[CH:32]=[CH:31][C:30]([Mg]Br)=[CH:29][C:28]=1[O:35][CH3:36]. Product: [Br:24][C:20]1[N:19]=[C:18]([CH2:17][N:8]2[C:9]3[C:14](=[CH:13][CH:12]=[CH:11][CH:10]=3)[C:15](=[O:16])[C:6]([C:4](=[O:5])[C:30]3[CH:31]=[CH:32][C:27]([Cl:26])=[C:28]([O:35][CH3:36])[CH:29]=3)=[CH:7]2)[CH:23]=[CH:22][CH:21]=1. The catalyst class is: 1. (3) Reactant: [CH:1]([C:3]1[CH:26]=[CH:25][C:6]([CH2:7][NH:8][C:9](=[O:24])[CH2:10][CH2:11][C:12]2[CH:17]=[CH:16][C:15]([O:18][CH2:19][C:20]#[CH:21])=[C:14]([O:22][CH3:23])[CH:13]=2)=[CH:5][CH:4]=1)=O.C(Cl)Cl.C1(P(C2C=CC=CC=2)C2C=CC=CC=2)C=CC=CC=1.[C:49](Br)(Br)([Br:51])[Br:50]. Product: [Br:50][C:49]([Br:51])=[CH:1][C:3]1[CH:26]=[CH:25][C:6]([CH2:7][NH:8][C:9](=[O:24])[CH2:10][CH2:11][C:12]2[CH:17]=[CH:16][C:15]([O:18][CH2:19][C:20]#[CH:21])=[C:14]([O:22][CH3:23])[CH:13]=2)=[CH:5][CH:4]=1. The catalyst class is: 13.